This data is from Forward reaction prediction with 1.9M reactions from USPTO patents (1976-2016). The task is: Predict the product of the given reaction. (1) Given the reactants Br[C:2]1[C:10]2[N:9]3[CH2:11][CH2:12][CH2:13][NH:14][C:15](=[O:16])[C:8]3=[CH:7][C:6]=2[CH:5]=[C:4]([C:17]#[N:18])[CH:3]=1.[F:19][C:20]([F:31])([F:30])[C:21]1[CH:26]=[CH:25][C:24](B(O)O)=[CH:23][CH:22]=1, predict the reaction product. The product is: [O:16]=[C:15]1[C:8]2=[CH:7][C:6]3[CH:5]=[C:4]([C:17]#[N:18])[CH:3]=[C:2]([C:24]4[CH:25]=[CH:26][C:21]([C:20]([F:31])([F:30])[F:19])=[CH:22][CH:23]=4)[C:10]=3[N:9]2[CH2:11][CH2:12][CH2:13][NH:14]1. (2) Given the reactants Br[C:2]1[C:11]2[CH2:10][CH2:9][CH2:8][CH2:7][C:6]=2[N:5]=[C:4]([C:12]([NH:14][C@@H:15]2[C@@H:20]([OH:21])[CH2:19][O:18][CH2:17][CH2:16]2)=[O:13])[CH:3]=1.C([O-])(=O)C.[K+].[B:27]1([B:27]2[O:31][C:30]([CH3:33])([CH3:32])[C:29]([CH3:35])([CH3:34])[O:28]2)[O:31][C:30]([CH3:33])([CH3:32])[C:29]([CH3:35])([CH3:34])[O:28]1.ClCCl, predict the reaction product. The product is: [CH3:34][C:29]1([CH3:35])[C:30]([CH3:33])([CH3:32])[O:31][B:27]([C:2]2[C:11]3[CH2:10][CH2:9][CH2:8][CH2:7][C:6]=3[N:5]=[C:4]([C:12]([NH:14][C@@H:15]3[C@@H:20]([OH:21])[CH2:19][O:18][CH2:17][CH2:16]3)=[O:13])[CH:3]=2)[O:28]1. (3) Given the reactants Cl[C:2]1[N:3]=[C:4]([N:22]2[CH2:27][CH2:26][O:25][CH2:24][CH2:23]2)[C:5]2[CH:10]=[C:9]([CH2:11][N:12]3[CH2:17][CH2:16][N:15]([S:18]([CH3:21])(=[O:20])=[O:19])[CH2:14][CH2:13]3)[S:8][C:6]=2[N:7]=1.[CH3:28][S-:29].[Na+], predict the reaction product. The product is: [CH3:21][S:18]([N:15]1[CH2:16][CH2:17][N:12]([CH2:11][C:9]2[S:8][C:6]3[N:7]=[C:2]([S:29][CH3:28])[N:3]=[C:4]([N:22]4[CH2:27][CH2:26][O:25][CH2:24][CH2:23]4)[C:5]=3[CH:10]=2)[CH2:13][CH2:14]1)(=[O:20])=[O:19]. (4) Given the reactants Cl[C:2]1[C:7]([Cl:8])=[CH:6][N:5]=[CH:4][C:3]=1[CH:9]=[O:10].[N-:11]=[N+:12]=[N-:13].[Na+], predict the reaction product. The product is: [N:11]([C:2]1[C:7]([Cl:8])=[CH:6][N:5]=[CH:4][C:3]=1[CH:9]=[O:10])=[N+:12]=[N-:13]. (5) Given the reactants [Cl:1][C:2]1[CH:7]=[CH:6][C:5]([CH:8](O)[C:9]2[C:10]([C:17]([O:19][CH2:20][CH3:21])=[O:18])=[N:11][N:12]([CH:14]3[CH2:16][CH2:15]3)[CH:13]=2)=[CH:4][CH:3]=1.[NH2:23][C:24]1[CH:25]=[C:26]([Cl:32])[C:27](=[O:31])[N:28]([CH3:30])[CH:29]=1, predict the reaction product. The product is: [Cl:32][C:26]1[C:27](=[O:31])[N:28]([CH3:30])[CH:29]=[C:24]([NH:23][CH:8]([C:5]2[CH:6]=[CH:7][C:2]([Cl:1])=[CH:3][CH:4]=2)[C:9]2[C:10]([C:17]([O:19][CH2:20][CH3:21])=[O:18])=[N:11][N:12]([CH:14]3[CH2:16][CH2:15]3)[CH:13]=2)[CH:25]=1. (6) Given the reactants [C:1]1([OH:7])[CH:6]=[CH:5][CH:4]=[CH:3][CH:2]=1.[CH3:8][O:9][CH2:10]Cl.C(N(C(C)C)CC)(C)C, predict the reaction product. The product is: [CH3:8][O:9][CH2:10][O:7][C:1]1[CH:6]=[CH:5][CH:4]=[CH:3][CH:2]=1.